Dataset: Forward reaction prediction with 1.9M reactions from USPTO patents (1976-2016). Task: Predict the product of the given reaction. (1) Given the reactants [NH:1]1[C:5]2[CH:6]=[CH:7][CH:8]=[CH:9][C:4]=2[N:3]=[C:2]1[C:10]1[C:18]2[C:13](=[CH:14][CH:15]=[C:16]([N+:19]([O-])=O)[CH:17]=2)[N:12]([CH:22]2[CH2:27][CH2:26][CH2:25][CH2:24][O:23]2)[N:11]=1.[H][H], predict the reaction product. The product is: [NH:3]1[C:4]2[CH:9]=[CH:8][CH:7]=[CH:6][C:5]=2[N:1]=[C:2]1[C:10]1[C:18]2[C:13](=[CH:14][CH:15]=[C:16]([NH2:19])[CH:17]=2)[N:12]([CH:22]2[CH2:27][CH2:26][CH2:25][CH2:24][O:23]2)[N:11]=1. (2) Given the reactants [Br:1][C:2]1[CH:11]=[C:10]2[C:5]([CH:6]=[CH:7][C:8]([OH:12])=[CH:9]2)=[CH:4][CH:3]=1.S(OCC)(O[CH2:17][CH3:18])(=O)=O.C([O-])([O-])=O.[K+].[K+], predict the reaction product. The product is: [Br:1][C:2]1[CH:3]=[CH:4][C:5]2[C:10](=[CH:9][C:8]([O:12][CH2:17][CH3:18])=[CH:7][CH:6]=2)[CH:11]=1. (3) The product is: [C:1]([Si:11]1([CH3:15])[CH2:14][CH2:13][CH2:12]1)#[C:2][CH2:3][CH2:4][CH2:5][CH2:6][CH3:7]. Given the reactants [CH:1]#[C:2][CH2:3][CH2:4][CH2:5][CH2:6][CH3:7].[Li]C.Cl[Si:11]1([CH3:15])[CH2:14][CH2:13][CH2:12]1, predict the reaction product. (4) Given the reactants [C:1]([O:5][C:6]([C:8]1[CH:13]=[CH:12][CH:11]=[C:10](Br)[N:9]=1)=[O:7])([CH3:4])([CH3:3])[CH3:2].CC1(C)C(C)(C)OB([C:23]2[CH:24]=[C:25]3[C:30](=[CH:31][CH:32]=2)[S:29][CH2:28][CH2:27][C:26]3=[O:33])O1.C(=O)([O-])[O-].[K+].[K+].C(OCC)(=O)C, predict the reaction product. The product is: [C:1]([O:5][C:6]([C:8]1[CH:13]=[CH:12][CH:11]=[C:10]([C:23]2[CH:24]=[C:25]3[C:30](=[CH:31][CH:32]=2)[S:29][CH2:28][CH2:27][C:26]3=[O:33])[N:9]=1)=[O:7])([CH3:4])([CH3:3])[CH3:2]. (5) The product is: [N:16]1([CH2:17][CH2:18][OH:19])[CH2:21][CH2:20][O:15][CH2:14][CH2:13]1. Given the reactants CN1CCN(CCCO)CC1.Br[CH2:13][CH2:14][OH:15].[NH:16]1[CH2:21][CH2:20][O:19][CH2:18][CH2:17]1, predict the reaction product. (6) Given the reactants [C:1]([O:5][C:6](=[O:25])[N:7]([CH:22]1[CH2:24][CH2:23]1)[CH2:8][CH2:9][CH2:10][CH2:11][NH:12][CH2:13][C:14]1[C:19]([CH3:20])=[CH:18][C:17]([CH3:21])=[CH:16][N:15]=1)([CH3:4])([CH3:3])[CH3:2].CCN(C(C)C)C(C)C.[Cl:35][C:36]1[CH:41]=[CH:40][C:39]([C:42]([C:45]2[C:46]([CH2:51]OS(C)(=O)=O)=[N:47][CH:48]=[CH:49][CH:50]=2)([CH3:44])[CH3:43])=[CH:38][CH:37]=1, predict the reaction product. The product is: [C:1]([O:5][C:6](=[O:25])[N:7]([CH2:8][CH2:9][CH2:10][CH2:11][N:12]([CH2:51][C:46]1[C:45]([C:42]([C:39]2[CH:38]=[CH:37][C:36]([Cl:35])=[CH:41][CH:40]=2)([CH3:44])[CH3:43])=[CH:50][CH:49]=[CH:48][N:47]=1)[CH2:13][C:14]1[C:19]([CH3:20])=[CH:18][C:17]([CH3:21])=[CH:16][N:15]=1)[CH:22]1[CH2:23][CH2:24]1)([CH3:4])([CH3:2])[CH3:3]. (7) Given the reactants C(OCC)(=O)C.[F:7][C:8]1[CH:9]=[C:10]([CH:14]=[C:15]([F:18])[C:16]=1[F:17])[C:11](Cl)=[O:12].[CH:19]1([CH2:25][NH2:26])[CH2:24][CH2:23][CH2:22][CH2:21][CH2:20]1, predict the reaction product. The product is: [CH:19]1([CH2:25][NH:26][C:11](=[O:12])[C:10]2[CH:9]=[C:8]([F:7])[C:16]([F:17])=[C:15]([F:18])[CH:14]=2)[CH2:24][CH2:23][CH2:22][CH2:21][CH2:20]1.